The task is: Predict the product of the given reaction.. This data is from Forward reaction prediction with 1.9M reactions from USPTO patents (1976-2016). Given the reactants [Cl:1][CH2:2][C:3]([NH:5][C:6]1[CH:11]=[C:10]([N:12]2[CH:16]=[CH:15][CH:14]=[N:13]2)[N:9]=[C:8]([C:17]2O[CH:19]=[CH:20][CH:21]=2)[N:7]=1)=[O:4].CC1OC([C:28](N)=[NH:29])=CC=1.CC1C=C(C)NN=1, predict the reaction product. The product is: [Cl:1][CH2:2][C:3]([NH:5][C:6]1[CH:11]=[C:10]([N:12]2[CH:16]=[CH:15][CH:14]=[N:13]2)[N:9]=[C:8]([C:17]2[CH:21]=[CH:20][CH:19]=[CH:28][N:29]=2)[N:7]=1)=[O:4].